From a dataset of Peptide-MHC class I binding affinity with 185,985 pairs from IEDB/IMGT. Regression. Given a peptide amino acid sequence and an MHC pseudo amino acid sequence, predict their binding affinity value. This is MHC class I binding data. (1) The peptide sequence is LQKIPLQWF. The MHC is HLA-A69:01 with pseudo-sequence HLA-A69:01. The binding affinity (normalized) is 0.0847. (2) The peptide sequence is ELACLLMYL. The MHC is HLA-A02:01 with pseudo-sequence HLA-A02:01. The binding affinity (normalized) is 0.632. (3) The peptide sequence is YSLAGSSPF. The MHC is HLA-A26:03 with pseudo-sequence HLA-A26:03. The binding affinity (normalized) is 0.331. (4) The peptide sequence is RVCAEMVAK. The MHC is HLA-B51:01 with pseudo-sequence HLA-B51:01. The binding affinity (normalized) is 0.0847. (5) The peptide sequence is ALYWALMES. The MHC is HLA-B58:01 with pseudo-sequence HLA-B58:01. The binding affinity (normalized) is 0.0847.